From a dataset of Forward reaction prediction with 1.9M reactions from USPTO patents (1976-2016). Predict the product of the given reaction. Given the reactants [CH:1]([N:4]1[C:8]2[CH:9]=[CH:10][CH:11]=[CH:12][C:7]=2[N:6]([CH2:13][C:14]2[N:18]([CH2:19][CH2:20][CH:21]([CH3:23])[CH3:22])[C:17]3[CH:24]=[CH:25][C:26]([C:28]#[N:29])=[CH:27][C:16]=3[N:15]=2)[C:5]1=[O:30])([CH3:3])[CH3:2].Cl.[NH2:32][OH:33].C(=O)([O-])[O-].[K+].[K+], predict the reaction product. The product is: [OH:33][NH:32][C:28]([C:26]1[CH:25]=[CH:24][C:17]2[N:18]([CH2:19][CH2:20][CH:21]([CH3:23])[CH3:22])[C:14]([CH2:13][N:6]3[C:7]4[CH:12]=[CH:11][CH:10]=[CH:9][C:8]=4[N:4]([CH:1]([CH3:2])[CH3:3])[C:5]3=[O:30])=[N:15][C:16]=2[CH:27]=1)=[NH:29].